From a dataset of Forward reaction prediction with 1.9M reactions from USPTO patents (1976-2016). Predict the product of the given reaction. (1) Given the reactants [CH3:1][C:2]([CH3:5])([CH3:4])[CH3:3].[H-].[Na+].F[C:9]1[CH:14]=[CH:13][C:12]([N+:15]([O-:17])=[O:16])=[CH:11][CH:10]=1.[Cl-].[NH4+].CN(C)C=[O:23], predict the reaction product. The product is: [CH3:1][C:2]([CH3:5])([CH3:4])[CH2:3][O:23][C:9]1[CH:14]=[CH:13][C:12]([N+:15]([O-:17])=[O:16])=[CH:11][CH:10]=1. (2) Given the reactants [C:1]([C:3]1[CH:8]=[CH:7][C:6]([N:9]2[CH2:14][CH2:13][CH:12]([C:15]([OH:17])=O)[CH2:11][CH2:10]2)=[CH:5][CH:4]=1)#[N:2].[CH3:18][C@@H:19]1[CH2:24][NH:23][CH2:22][CH2:21][NH:20]1, predict the reaction product. The product is: [C:1]([C:3]1[CH:4]=[CH:5][C:6]([N:9]2[CH2:10][CH2:11][CH:12]([C:15]([N:23]3[CH2:22][CH2:21][NH:20][C@H:19]([CH3:18])[CH2:24]3)=[O:17])[CH2:13][CH2:14]2)=[CH:7][CH:8]=1)#[N:2]. (3) The product is: [C:1]([O:9][CH:38]([CH2:39][CH2:40][C:41]1[CH:42]=[CH:43][C:44]([C:47]2[CH:52]=[CH:51][CH:50]=[CH:49][CH:48]=2)=[CH:45][CH:46]=1)[CH:30]([C:31]([O:33][C:34]([CH3:36])([CH3:37])[CH3:35])=[O:32])[CH2:29][CH2:28][NH:27][C:25]([O:24][CH2:17][C:18]1[CH:23]=[CH:22][CH:21]=[CH:20][CH:19]=1)=[O:26])(=[O:8])[C:2]1[CH:7]=[CH:6][CH:5]=[CH:4][CH:3]=1. Given the reactants [C:1]([OH:9])(=[O:8])[C:2]1[CH:7]=[CH:6][CH:5]=[CH:4][CH:3]=1.C(N(CC)CC)C.[CH2:17]([O:24][C:25]([NH:27][CH2:28][CH2:29][CH:30]([CH:38](O)[CH2:39][CH2:40][C:41]1[CH:46]=[CH:45][C:44]([C:47]2[CH:52]=[CH:51][CH:50]=[CH:49][CH:48]=2)=[CH:43][CH:42]=1)[C:31]([O:33][C:34]([CH3:37])([CH3:36])[CH3:35])=[O:32])=[O:26])[C:18]1[CH:23]=[CH:22][CH:21]=[CH:20][CH:19]=1.C(N=C=NCCCN(C)C)C, predict the reaction product. (4) Given the reactants [C:1]([CH:6]1[CH2:11][CH2:10][CH2:9][CH2:8][C:7]1=[O:12])([O:3][CH2:4][CH3:5])=[O:2].[Br:13]Br, predict the reaction product. The product is: [Br:13][CH:8]1[CH2:9][CH2:10][CH2:11][CH:6]([C:1]([O:3][CH2:4][CH3:5])=[O:2])[C:7]1=[O:12].